Dataset: Full USPTO retrosynthesis dataset with 1.9M reactions from patents (1976-2016). Task: Predict the reactants needed to synthesize the given product. (1) Given the product [NH2:7][N:6]1[C:11]([CH2:12][CH:13]([O:16][CH3:17])[O:14][CH3:15])=[CH:10][C:9]([CH3:19])=[C:3]([C:1]#[N:2])[C:4]1=[O:5], predict the reactants needed to synthesize it. The reactants are: [C:1]([CH2:3][C:4]([NH:6][NH2:7])=[O:5])#[N:2].O/[C:9](/[CH3:19])=[CH:10]\[C:11](=O)[CH2:12][CH:13]([O:16][CH3:17])[O:14][CH3:15].C(NCC)C. (2) Given the product [N:12]1[C:13]2[CH2:14][CH:6]([C:4]([OH:5])=[O:3])[CH2:7][C:8]=2[CH:9]=[CH:10][CH:11]=1, predict the reactants needed to synthesize it. The reactants are: C([O:3][C:4]([C:6]1(C(OCC)=O)[CH2:14][C:13]2[N:12]=[CH:11][CH:10]=[CH:9][C:8]=2[CH2:7]1)=[O:5])C. (3) Given the product [Cl:24][CH:25]([C:29]1[CH:34]=[CH:33][CH:32]=[CH:31][CH:30]=1)[C:26]([NH:1][C:2]1[CH:7]=[N:6][C:5]([C:8]2[N:13]=[C:12]([OH:14])[C:11]([Cl:15])=[C:10]([CH3:16])[N:9]=2)=[CH:4][CH:3]=1)=[O:27], predict the reactants needed to synthesize it. The reactants are: [NH2:1][C:2]1[CH:3]=[CH:4][C:5]([C:8]2[N:13]=[C:12]([OH:14])[C:11]([Cl:15])=[C:10]([CH3:16])[N:9]=2)=[N:6][CH:7]=1.C(N(CC)CC)C.[Cl:24][CH:25]([C:29]1[CH:34]=[CH:33][CH:32]=[CH:31][CH:30]=1)[C:26](Cl)=[O:27].